Predict which catalyst facilitates the given reaction. From a dataset of Catalyst prediction with 721,799 reactions and 888 catalyst types from USPTO. Reactant: [F:1][C:2]1[CH:3]=[C:4]([NH:8][C:9]2[N:14]=[C:13]([NH:15][CH2:16][CH2:17][CH3:18])[C:12]([C:19]([OH:21])=O)=[CH:11][N:10]=2)[CH:5]=[CH:6][CH:7]=1.S(Cl)([Cl:24])=O. Product: [F:1][C:2]1[CH:3]=[C:4]([NH:8][C:9]2[N:14]=[C:13]([NH:15][CH2:16][CH2:17][CH3:18])[C:12]([C:19]([Cl:24])=[O:21])=[CH:11][N:10]=2)[CH:5]=[CH:6][CH:7]=1. The catalyst class is: 11.